Dataset: Reaction yield outcomes from USPTO patents with 853,638 reactions. Task: Predict the reaction yield, written as a fraction of the theoretical maximum amount of product (1.0 means a 100% yield; for example, 0.34 means a 34% yield). (1) The reactants are [Cl:1][C:2]1[CH:3]=[C:4]([C:22]#[N:23])[CH:5]=[C:6]2[C:11]=1[NH:10][CH2:9][CH:8]([NH:12][S:13]([C:16]1[CH:21]=[CH:20][CH:19]=[CH:18][CH:17]=1)(=[O:15])=[O:14])[CH2:7]2.[C:24](Cl)(=[O:31])[C:25]1[CH:30]=[CH:29][CH:28]=[CH:27][CH:26]=1. The catalyst is N1C=CC=CC=1.C(Cl)Cl. The product is [C:24]([N:10]1[C:11]2[C:6](=[CH:5][C:4]([C:22]#[N:23])=[CH:3][C:2]=2[Cl:1])[CH2:7][CH:8]([NH:12][S:13]([C:16]2[CH:21]=[CH:20][CH:19]=[CH:18][CH:17]=2)(=[O:15])=[O:14])[CH2:9]1)(=[O:31])[C:25]1[CH:30]=[CH:29][CH:28]=[CH:27][CH:26]=1. The yield is 0.280. (2) The reactants are [H-].[Al+3].[Li+].[H-].[H-].[H-].[C:7]([C:9]1[CH:18]=[CH:17][C:16]([F:19])=[CH:15][C:10]=1[C:11](OC)=[O:12])#[N:8]. The catalyst is C1COCC1. The product is [NH2:8][CH2:7][C:9]1[CH:18]=[CH:17][C:16]([F:19])=[CH:15][C:10]=1[CH2:11][OH:12]. The yield is 0.810. (3) The reactants are Cl[C:2]1[N:7]=[C:6]([NH:8][C@H:9]([C:11]2[N:15]([C:16]3[CH:21]=[CH:20][CH:19]=[CH:18][CH:17]=3)[C:14]3[CH:22]=[C:23]([F:26])[CH:24]=[CH:25][C:13]=3[N:12]=2)[CH3:10])[N:5]=[C:4]([NH2:27])[N:3]=1.[NH3:28]. The catalyst is O1CCOCC1. The product is [F:26][C:23]1[CH:24]=[CH:25][C:13]2[N:12]=[C:11]([C@@H:9]([NH:8][C:6]3[N:5]=[C:4]([NH2:27])[N:3]=[C:2]([NH2:28])[N:7]=3)[CH3:10])[N:15]([C:16]3[CH:21]=[CH:20][CH:19]=[CH:18][CH:17]=3)[C:14]=2[CH:22]=1. The yield is 0.770. (4) The reactants are C(=O)([O-])[O-].[K+].[K+].Br[CH:8]([CH3:10])[CH3:9].[CH3:11][O:12][C:13](=[O:22])[C:14]1[CH:19]=[C:18]([OH:20])[CH:17]=[C:16]([OH:21])[CH:15]=1.O. The catalyst is CN(C)C=O.C(OC(=O)C)C. The product is [CH3:11][O:12][C:13](=[O:22])[C:14]1[CH:15]=[C:16]([OH:21])[CH:17]=[C:18]([O:20][CH:8]([CH3:10])[CH3:9])[CH:19]=1. The yield is 0.380. (5) The reactants are [CH2:1]([C:4]1[C:8]([CH:9]=O)=[CH:7][N:6]([C:11]2[CH:16]=[CH:15][C:14]([C:17]([F:20])([F:19])[F:18])=[CH:13][N:12]=2)[N:5]=1)[CH2:2][CH3:3].C(OP([CH2:29][C:30]([O:32][CH2:33][CH3:34])=[O:31])(OCC)=O)C.CN(C)C=O.[H-].[Na+]. The catalyst is O. The product is [CH2:1]([C:4]1[C:8](/[CH:9]=[CH:29]/[C:30]([O:32][CH2:33][CH3:34])=[O:31])=[CH:7][N:6]([C:11]2[CH:16]=[CH:15][C:14]([C:17]([F:20])([F:19])[F:18])=[CH:13][N:12]=2)[N:5]=1)[CH2:2][CH3:3]. The yield is 0.930. (6) The reactants are [CH2:1]([N:3]1[CH2:8][CH2:7][NH:6][CH2:5][CH2:4]1)[CH3:2].O=[C:10]1[CH2:15][CH2:14][N:13]([C:16]([O:18][C:19]([CH3:22])([CH3:21])[CH3:20])=[O:17])[CH2:12][CH2:11]1.C(O)(=O)C.C(O[BH3-])(=O)C.[Na+].[OH-].[Na+]. The catalyst is C(O)C. The product is [CH2:1]([N:3]1[CH2:8][CH2:7][N:6]([CH:10]2[CH2:15][CH2:14][N:13]([C:16]([O:18][C:19]([CH3:22])([CH3:21])[CH3:20])=[O:17])[CH2:12][CH2:11]2)[CH2:5][CH2:4]1)[CH3:2]. The yield is 0.530. (7) The reactants are [N+:1]([C:4]1[C:5]([C:9]2[NH:13][C:12]3[CH:14]=[CH:15][CH:16]=[CH:17][C:11]=3[N:10]=2)=[N:6][NH:7][CH:8]=1)([O-])=O.[H][H]. The catalyst is CN(C=O)C.[Pd]. The product is [NH:13]1[C:12]2[CH:14]=[CH:15][CH:16]=[CH:17][C:11]=2[N:10]=[C:9]1[C:5]1[C:4]([NH2:1])=[CH:8][NH:7][N:6]=1. The yield is 0.260. (8) The reactants are [Br:1][C:2]1[N:7]=[C:6]([CH2:8]Br)[CH:5]=[CH:4][CH:3]=1.[C-:10]#[N:11].[Na+]. The catalyst is O1CCOCC1.O. The product is [Br:1][C:2]1[N:7]=[C:6]([CH2:8][C:10]#[N:11])[CH:5]=[CH:4][CH:3]=1. The yield is 0.400. (9) The reactants are [NH:1]1[C:9]2[C:4](=[C:5]([C:10]3[N:14]=[C:13]([C:15]4[CH:16]=[N:17][C:18]([CH2:21][CH2:22][CH3:23])=[CH:19][CH:20]=4)[O:12][N:11]=3)[CH:6]=[CH:7][CH:8]=2)[CH:3]=[CH:2]1.C(OC1C=C(C2ON=C(C3C=CC=C4C=3C=CN4)N=2)C=CC=1OCC)C. No catalyst specified. The product is [NH:1]1[C:9]2[C:4](=[C:5]([C:10]3[N:14]=[C:13]([C:15]4[CH:16]=[N:17][C:18]([CH2:21][CH2:22][CH3:23])=[CH:19][CH:20]=4)[O:12][N:11]=3)[CH:6]=[CH:7][CH:8]=2)[CH2:3][CH2:2]1. The yield is 0.190.